Task: Predict the product of the given reaction.. Dataset: Forward reaction prediction with 1.9M reactions from USPTO patents (1976-2016) Given the reactants [CH3:1][O:2][C:3]1[CH:4]=[C:5]2[C:10](=[CH:11][C:12]=1[O:13][CH3:14])[N:9]=[CH:8][CH:7]=[C:6]2[O:15][C:16]1[CH:21]=[CH:20][C:19]([NH2:22])=[C:18]([O:23][CH3:24])[CH:17]=1.[F:25][C:26]1[CH:31]=[CH:30][C:29]([N:32]2[C:37](=[O:38])[C:36]([C:39](O)=[O:40])=[N:35][N:34]([CH:42]([CH3:44])[CH3:43])[C:33]2=[O:45])=[CH:28][CH:27]=1, predict the reaction product. The product is: [CH3:1][O:2][C:3]1[CH:4]=[C:5]2[C:10](=[CH:11][C:12]=1[O:13][CH3:14])[N:9]=[CH:8][CH:7]=[C:6]2[O:15][C:16]1[CH:21]=[CH:20][C:19]([NH:22][C:39]([C:36]2[C:37](=[O:38])[N:32]([C:29]3[CH:28]=[CH:27][C:26]([F:25])=[CH:31][CH:30]=3)[C:33](=[O:45])[N:34]([CH:42]([CH3:44])[CH3:43])[N:35]=2)=[O:40])=[C:18]([O:23][CH3:24])[CH:17]=1.